Predict the product of the given reaction. From a dataset of Forward reaction prediction with 1.9M reactions from USPTO patents (1976-2016). (1) Given the reactants Cl.Cl.[CH:3]1([C:6]2[C:7]([N:15]3[CH2:20][CH2:19][NH:18][CH2:17][CH2:16]3)=[C:8]3[CH:14]=[N:13][NH:12][C:9]3=[N:10][CH:11]=2)[CH2:5][CH2:4]1.[C:21](O[C:21]([O:23][C:24]([CH3:27])([CH3:26])[CH3:25])=[O:22])([O:23][C:24]([CH3:27])([CH3:26])[CH3:25])=[O:22].C(N(C(C)C)C(C)C)C.[OH-].[Li+], predict the reaction product. The product is: [CH:3]1([C:6]2[C:7]([N:15]3[CH2:20][CH2:19][N:18]([C:21]([O:23][C:24]([CH3:27])([CH3:26])[CH3:25])=[O:22])[CH2:17][CH2:16]3)=[C:8]3[CH:14]=[N:13][NH:12][C:9]3=[N:10][CH:11]=2)[CH2:5][CH2:4]1. (2) Given the reactants [CH:1]1[C:10]2[C:5](=[CH:6][C:7]([CH:11]([CH3:15])[C:12](O)=[O:13])=[CH:8][CH:9]=2)[CH:4]=[CH:3][N:2]=1.C(N(CC)CC)C.ClC(OCC)=O.[N-:29]=[N+:30]=[N-:31].[Na+], predict the reaction product. The product is: [CH:1]1[C:10]2[C:5](=[CH:6][C:7]([CH:11]([CH3:15])[C:12]([N:29]=[N+:30]=[N-:31])=[O:13])=[CH:8][CH:9]=2)[CH:4]=[CH:3][N:2]=1. (3) Given the reactants [C:1]([CH2:3][C:4]([O:6][C:7]([CH3:10])([CH3:9])[CH3:8])=[O:5])#[N:2].[N+:11]([C:14]1[CH:15]=[C:16]([CH:19]=[CH:20][CH:21]=1)[CH:17]=O)([O-:13])=[O:12], predict the reaction product. The product is: [C:1](/[C:3](=[CH:17]\[C:16]1[CH:19]=[CH:20][CH:21]=[C:14]([N+:11]([O-:13])=[O:12])[CH:15]=1)/[C:4]([O:6][C:7]([CH3:10])([CH3:9])[CH3:8])=[O:5])#[N:2]. (4) Given the reactants [NH:1]1[C:9]2[C:4](=[C:5]([N:10]3[CH2:15][CH2:14][NH:13][CH2:12][CH2:11]3)[CH:6]=[CH:7][CH:8]=2)[CH:3]=[CH:2]1.[C:16](O[C:16]([O:18][C:19]([CH3:22])([CH3:21])[CH3:20])=[O:17])([O:18][C:19]([CH3:22])([CH3:21])[CH3:20])=[O:17].[OH-].[Na+].O, predict the reaction product. The product is: [NH:1]1[C:9]2[C:4](=[C:5]([N:10]3[CH2:15][CH2:14][N:13]([C:16]([O:18][C:19]([CH3:22])([CH3:21])[CH3:20])=[O:17])[CH2:12][CH2:11]3)[CH:6]=[CH:7][CH:8]=2)[CH:3]=[CH:2]1. (5) Given the reactants C(OC(=O)[NH:7][C:8]1[CH:13]=[CH:12][C:11]([NH:14][C:15]([CH:17]2[CH2:22][CH2:21][O:20][CH2:19][CH2:18]2)=[O:16])=[C:10]([C:23]#[C:24][C:25]2[CH:30]=[CH:29][CH:28]=[CH:27][CH:26]=2)[N:9]=1)(C)(C)C.C(Cl)Cl.C(O)(C(F)(F)F)=O, predict the reaction product. The product is: [NH2:7][C:8]1[N:9]=[C:10]([C:23]#[C:24][C:25]2[CH:30]=[CH:29][CH:28]=[CH:27][CH:26]=2)[C:11]([NH:14][C:15]([CH:17]2[CH2:22][CH2:21][O:20][CH2:19][CH2:18]2)=[O:16])=[CH:12][CH:13]=1. (6) Given the reactants Br[C:2]1[CH:7]=[CH:6][N:5]([C:8]2[CH:9]=[CH:10][C:11]3[N:12]([C:14]([CH3:20])=[C:15]([CH:17]4[CH2:19][CH2:18]4)[N:16]=3)[CH:13]=2)[C:4](=[O:21])[CH:3]=1.[F:22][CH:23]([F:31])[C:24]1[S:28][CH:27]=[C:26]([CH2:29][OH:30])[CH:25]=1.CC(C)([O-])C.[K+].C1(C)C=CC=CC=1, predict the reaction product. The product is: [CH:17]1([C:15]2[N:16]=[C:11]3[CH:10]=[CH:9][C:8]([N:5]4[CH:6]=[CH:7][C:2]([O:30][CH2:29][C:26]5[CH:25]=[C:24]([CH:23]([F:31])[F:22])[S:28][CH:27]=5)=[CH:3][C:4]4=[O:21])=[CH:13][N:12]3[C:14]=2[CH3:20])[CH2:19][CH2:18]1. (7) Given the reactants Cl[C:2]1[CH:3]=[CH:4][C:5]2[N:11]3[CH2:12][C@H:8]([CH2:9][CH2:10]3)[N:7]([C:13]([NH:15][C:16]3[CH:21]=[N:20][CH:19]=[CH:18][N:17]=3)=[O:14])[C:6]=2[N:22]=1.[CH3:23][C:24]1[CH:25]=[C:26](B(O)O)[CH:27]=[N:28][CH:29]=1.[O-]P([O-])([O-])=O.[K+].[K+].[K+].CC(C1C=C(C(C)C)C(C2C=CC=CC=2P(C2CCCCC2)C2CCCCC2)=C(C(C)C)C=1)C, predict the reaction product. The product is: [CH3:23][C:24]1[CH:25]=[C:26]([C:2]2[CH:3]=[CH:4][C:5]3[N:11]4[CH2:12][C@H:8]([CH2:9][CH2:10]4)[N:7]([C:13]([NH:15][C:16]4[CH:21]=[N:20][CH:19]=[CH:18][N:17]=4)=[O:14])[C:6]=3[N:22]=2)[CH:27]=[N:28][CH:29]=1. (8) Given the reactants [CH:1]([C:3]1[CH:11]=[CH:10][C:6]([C:7]([OH:9])=[O:8])=[CH:5][CH:4]=1)=[CH2:2].CN(C)C=O.[CH2:17]1[CH2:27][CH2:26]N2C(=NCCC2)CC1.[C:28](=O)([O-])[O-].[K+].[K+], predict the reaction product. The product is: [CH:1]([C:3]1[CH:11]=[CH:10][C:6]([C:7]([O:9][C:27]([CH3:17])([CH3:28])[CH3:26])=[O:8])=[CH:5][CH:4]=1)=[CH2:2]. (9) Given the reactants [CH3:1][N:2]1[CH:6]=[C:5]([C:7]([O:9]CC)=O)[CH:4]=[N:3]1.C1(C)C=CC=CC=1.[C:19](#[N:21])[CH3:20].CC([O-])(C)C.[K+].Cl, predict the reaction product. The product is: [CH3:1][N:2]1[CH:6]=[C:5]([C:7](=[O:9])[CH2:20][C:19]#[N:21])[CH:4]=[N:3]1. (10) Given the reactants [NH2:1][C@@H:2]([C:22](=[O:24])[NH2:23])[CH2:3][CH2:4][C:5]([NH:7][C@@H:8]([C:19]([OH:21])=[O:20])[CH2:9][C:10]1[C:18]2[C:13](=[CH:14][CH:15]=[CH:16][CH:17]=2)[NH:12][CH:11]=1)=[O:6].Cl.ClCCl.C[O:30]C(C)(C)C, predict the reaction product. The product is: [CH:16]1[CH:17]=[C:18]2[C:10]([CH2:9][C@@H:8]([NH:7][C:5]([CH2:4][CH2:3][C@@H:2]([NH2:1])[C:22]([OH:24])=[O:30])=[O:6])[C:19]([OH:21])=[O:20])=[CH:11][NH:12][C:13]2=[CH:14][CH:15]=1.[NH2:1][C@@H:2]([C:22](=[O:24])[NH2:23])[CH2:3][CH2:4][C:5]([NH:7][C@@H:8]([C:19]([OH:21])=[O:20])[CH2:9][C:10]1[C:18]2[C:13](=[CH:14][CH:15]=[CH:16][CH:17]=2)[NH:12][CH:11]=1)=[O:6].